From a dataset of Forward reaction prediction with 1.9M reactions from USPTO patents (1976-2016). Predict the product of the given reaction. (1) Given the reactants [F:1][C:2]1[CH:30]=[C:29]([C:31]([N:33]2[CH2:36][CH:35]([O:37]C3CCCCO3)[CH2:34]2)=[O:32])[CH:28]=[CH:27][C:3]=1[O:4][C:5]1[CH:6]=[C:7]([C:17]2[NH:21][C:20]([C:22]3[S:23][CH:24]=[CH:25][N:26]=3)=[CH:19][CH:18]=2)[CH:8]=[C:9]([O:11][C@@H:12]([CH3:16])[CH2:13][O:14][CH3:15])[CH:10]=1.C12(CS(O)(=O)=O)C(C)(C)C(CC1)CC2=O.C(N(CC)CC)C, predict the reaction product. The product is: [F:1][C:2]1[CH:30]=[C:29]([CH:28]=[CH:27][C:3]=1[O:4][C:5]1[CH:6]=[C:7]([C:17]2[NH:21][C:20]([C:22]3[S:23][CH:24]=[CH:25][N:26]=3)=[CH:19][CH:18]=2)[CH:8]=[C:9]([O:11][C@@H:12]([CH3:16])[CH2:13][O:14][CH3:15])[CH:10]=1)[C:31]([N:33]1[CH2:34][CH:35]([OH:37])[CH2:36]1)=[O:32]. (2) Given the reactants [CH3:1][C:2]1[N:6]([CH:7]2[CH2:13][CH:12]3[N:14]([CH2:15][CH2:16][C:17]4([C:35]5[CH:40]=[CH:39][CH:38]=[CH:37][CH:36]=5)[CH2:22][CH2:21][N:20]([C:23]([C:25]5[CH:30]=[CH:29][C:28]([S:31]([NH2:34])(=[O:33])=[O:32])=[CH:27][CH:26]=5)=[O:24])[CH2:19][CH2:18]4)[CH:9]([CH2:10][CH2:11]3)[CH2:8]2)[C:5]2[CH:41]=[CH:42][CH:43]=[CH:44][C:4]=2[N:3]=1.[C:45](Br)(=[O:47])[CH3:46].C(N(CC)C(C)C)(C)C, predict the reaction product. The product is: [C:45]([NH:34][S:31]([C:28]1[CH:27]=[CH:26][C:25]([C:23]([N:20]2[CH2:21][CH2:22][C:17]([CH2:16][CH2:15][N:14]3[CH:12]4[CH2:11][CH2:10][CH:9]3[CH2:8][CH:7]([N:6]3[C:5]5[CH:41]=[CH:42][CH:43]=[CH:44][C:4]=5[N:3]=[C:2]3[CH3:1])[CH2:13]4)([C:35]3[CH:36]=[CH:37][CH:38]=[CH:39][CH:40]=3)[CH2:18][CH2:19]2)=[O:24])=[CH:30][CH:29]=1)(=[O:33])=[O:32])(=[O:47])[CH3:46].